From a dataset of Forward reaction prediction with 1.9M reactions from USPTO patents (1976-2016). Predict the product of the given reaction. (1) Given the reactants O[C:2]1([C:30]2[CH:34]=[CH:33][S:32][CH:31]=2)[C:6]2[C:7]([CH3:27])=[C:8]([N:13]3[CH2:18][CH2:17][N:16]([C:19]4[CH:24]=[CH:23][C:22]([O:25][CH3:26])=[CH:21][CH:20]=4)[CH2:15][CH2:14]3)[C:9]([CH3:12])=[C:10]([CH3:11])[C:5]=2[O:4][C:3]1([CH3:29])[CH3:28], predict the reaction product. The product is: [CH3:28][C:3]1([CH3:29])[CH:2]([C:30]2[CH:34]=[CH:33][S:32][CH:31]=2)[C:6]2[C:7]([CH3:27])=[C:8]([N:13]3[CH2:18][CH2:17][N:16]([C:19]4[CH:20]=[CH:21][C:22]([O:25][CH3:26])=[CH:23][CH:24]=4)[CH2:15][CH2:14]3)[C:9]([CH3:12])=[C:10]([CH3:11])[C:5]=2[O:4]1. (2) Given the reactants N[C:2]1[CH:44]=[CH:43][C:5]2[N:6]=[C:7]([C:9]3[CH:10]=[C:11]([C:17]4[C:18]([N:37]([CH3:42])[S:38]([CH3:41])(=[O:40])=[O:39])=[CH:19][C:20]5[O:24][C:23]([C:25]6[CH:30]=[CH:29][C:28]([F:31])=[CH:27][CH:26]=6)=[C:22]([C:32]([NH:34][CH3:35])=[O:33])[C:21]=5[CH:36]=4)[CH:12]=[CH:13][C:14]=3[O:15][CH3:16])[O:8][C:4]=2[CH:3]=1.[I:45]I, predict the reaction product. The product is: [F:31][C:28]1[CH:27]=[CH:26][C:25]([C:23]2[O:24][C:20]3[CH:19]=[C:18]([N:37]([CH3:42])[S:38]([CH3:41])(=[O:39])=[O:40])[C:17]([C:11]4[CH:12]=[CH:13][C:14]([O:15][CH3:16])=[C:9]([C:7]5[O:8][C:4]6[CH:3]=[C:2]([I:45])[CH:44]=[CH:43][C:5]=6[N:6]=5)[CH:10]=4)=[CH:36][C:21]=3[C:22]=2[C:32]([NH:34][CH3:35])=[O:33])=[CH:30][CH:29]=1. (3) Given the reactants [N+:1]([C:4]1[CH:13]=[C:12]2[C:7]([CH2:8][CH2:9][NH:10][C:11]2=[O:14])=[CH:6][CH:5]=1)([O-])=O, predict the reaction product. The product is: [NH2:1][C:4]1[CH:13]=[C:12]2[C:7]([CH2:8][CH2:9][NH:10][C:11]2=[O:14])=[CH:6][CH:5]=1. (4) Given the reactants [C:1](Cl)(=O)[C:2]([Cl:4])=[O:3].[F:7][C:8]([F:19])([F:18])[C@H:9]1[CH2:14][CH2:13][C@H](C(O)=O)[CH2:11][CH2:10]1, predict the reaction product. The product is: [F:7][C:8]([F:19])([F:18])[C@H:9]1[CH2:14][CH2:13][C@H:1]([C:2]([Cl:4])=[O:3])[CH2:11][CH2:10]1. (5) Given the reactants [C:1]([NH:4][C:5]([CH2:16][CH2:17][C:18]1[CH:23]=[CH:22][C:21]([S:24][C:25]2[CH:30]=[CH:29][C:28]([C:31]3[N:32]=[C:33]([CH3:36])[O:34][CH:35]=3)=[CH:27][CH:26]=2)=[CH:20][CH:19]=1)([C:11](OCC)=[O:12])[C:6](OCC)=[O:7])(=[O:3])[CH3:2].OP([O-])([O-])=O.[K+].[K+].[BH4-].[Na+].[OH-].[Na+], predict the reaction product. The product is: [OH:12][CH2:11][C:5]([NH:4][C:1](=[O:3])[CH3:2])([CH2:6][OH:7])[CH2:16][CH2:17][C:18]1[CH:19]=[CH:20][C:21]([S:24][C:25]2[CH:30]=[CH:29][C:28]([C:31]3[N:32]=[C:33]([CH3:36])[O:34][CH:35]=3)=[CH:27][CH:26]=2)=[CH:22][CH:23]=1. (6) Given the reactants [Cl:1][C:2]1[N:7]=[C:6](Cl)[C:5]([Cl:9])=[CH:4][N:3]=1.[NH2:10][C:11]1[CH:12]=[C:13]([CH:18]=[C:19]([CH2:21][CH2:22][C:23]2[CH:28]=[CH:27][CH:26]=[C:25]([NH:29][C:30]([O:32][C:33]([CH3:36])([CH3:35])[CH3:34])=[O:31])[CH:24]=2)[CH:20]=1)[C:14]([O:16][CH3:17])=[O:15].C(=O)([O-])[O-].[K+].[K+], predict the reaction product. The product is: [C:33]([O:32][C:30]([NH:29][C:25]1[CH:24]=[C:23]([CH2:22][CH2:21][C:19]2[CH:18]=[C:13]([CH:12]=[C:11]([NH:10][C:6]3[C:5]([Cl:9])=[CH:4][N:3]=[C:2]([Cl:1])[N:7]=3)[CH:20]=2)[C:14]([O:16][CH3:17])=[O:15])[CH:28]=[CH:27][CH:26]=1)=[O:31])([CH3:36])([CH3:34])[CH3:35]. (7) Given the reactants Cl[C:2]1[C:11]2[C:6](=[CH:7][C:8]([O:14][CH2:15][CH2:16][O:17][CH2:18][CH2:19][O:20][CH3:21])=[C:9]([O:12][CH3:13])[CH:10]=2)[N:5]=[CH:4][N:3]=1.C(=O)([O-])[O-].[K+].[K+].[OH:28][C:29]1[CH:38]=[C:37]2[C:32]([CH:33]=[CH:34][CH:35]=[N:36]2)=[CH:31][CH:30]=1.O, predict the reaction product. The product is: [CH3:13][O:12][C:9]1[CH:10]=[C:11]2[C:6](=[CH:7][C:8]=1[O:14][CH2:15][CH2:16][O:17][CH2:18][CH2:19][O:20][CH3:21])[N:5]=[CH:4][N:3]=[C:2]2[O:28][C:29]1[CH:38]=[C:37]2[C:32]([CH:33]=[CH:34][CH:35]=[N:36]2)=[CH:31][CH:30]=1. (8) Given the reactants [O:1]1[C:10]2[CH:9]=[CH:8][CH:7]=[C:6]([OH:11])[C:5]=2[CH2:4][CH2:3][CH2:2]1.Br[CH2:13][C:14]([O:16][CH3:17])=[O:15].C(=O)([O-])[O-].[Cs+].[Cs+].C(O)C(N)(CO)CO, predict the reaction product. The product is: [CH3:17][O:16][C:14](=[O:15])[CH2:13][O:11][C:6]1[CH:7]=[CH:8][CH:9]=[C:10]2[C:5]=1[CH2:4][CH2:3][CH2:2][O:1]2. (9) Given the reactants Cl.[Cl:2][C:3]1[CH:8]=[CH:7][C:6]([C:9]2[S:10][C:11]([CH2:15][NH:16][C:17]([CH:19]3[CH2:24][CH2:23][CH2:22][NH:21][CH2:20]3)=[O:18])=[C:12]([CH3:14])[N:13]=2)=[CH:5][CH:4]=1.[CH3:25][O:26][C:27]([C:29]1[CH:30]=[C:31](OB(O)O)[CH:32]=[CH:33][CH:34]=1)=[O:28].C(N(CC)CC)C, predict the reaction product. The product is: [Cl:2][C:3]1[CH:8]=[CH:7][C:6]([C:9]2[S:10][C:11]([CH2:15][NH:16][C:17]([CH:19]3[CH2:24][CH2:23][CH2:22][N:21]([C:33]4[CH:34]=[C:29]([CH:30]=[CH:31][CH:32]=4)[C:27]([O:26][CH3:25])=[O:28])[CH2:20]3)=[O:18])=[C:12]([CH3:14])[N:13]=2)=[CH:5][CH:4]=1. (10) Given the reactants [CH3:1][O:2][C:3]1[CH:4]=[C:5]([C:12]2[O:13][CH:14]([CH3:21])[CH:15]([C:17]([O:19][CH3:20])=[O:18])[N:16]=2)[CH:6]=[CH:7][C:8]=1[N+:9]([O-:11])=[O:10].BrN1C(=O)CCC1=O, predict the reaction product. The product is: [CH3:1][O:2][C:3]1[CH:4]=[C:5]([C:12]2[O:13][C:14]([CH3:21])=[C:15]([C:17]([O:19][CH3:20])=[O:18])[N:16]=2)[CH:6]=[CH:7][C:8]=1[N+:9]([O-:11])=[O:10].